Dataset: Forward reaction prediction with 1.9M reactions from USPTO patents (1976-2016). Task: Predict the product of the given reaction. (1) Given the reactants [Cl:1][C:2]1[CH:3]=[C:4]([N:12]([CH2:20][CH3:21])[CH:13]2[CH2:18][CH2:17][N:16]([CH3:19])[CH2:15][CH2:14]2)[C:5]([CH3:11])=[C:6]([CH:10]=1)[C:7]([OH:9])=O.Cl.[NH2:23][CH2:24][C:25]1[C:26](=[O:35])[NH:27][C:28]([CH3:34])=[CH:29][C:30]=1[CH2:31][CH2:32][CH3:33].C1CN([P+](ON2N=NC3C=CC=CC2=3)(N2CCCC2)N2CCCC2)CC1.F[P-](F)(F)(F)(F)F.CCN(C(C)C)C(C)C, predict the reaction product. The product is: [Cl:1][C:2]1[CH:3]=[C:4]([N:12]([CH2:20][CH3:21])[CH:13]2[CH2:18][CH2:17][N:16]([CH3:19])[CH2:15][CH2:14]2)[C:5]([CH3:11])=[C:6]([CH:10]=1)[C:7]([NH:23][CH2:24][C:25]1[C:26](=[O:35])[NH:27][C:28]([CH3:34])=[CH:29][C:30]=1[CH2:31][CH2:32][CH3:33])=[O:9]. (2) Given the reactants Br[C:2]1[N:3]([CH3:24])[C:4](=[O:23])[C:5]([NH:8][C@H:9]([C:11]2[C:12](=[O:22])[NH:13][C:14]3[C:19]([CH:20]=2)=[CH:18][C:17]([Cl:21])=[CH:16][CH:15]=3)[CH3:10])=[N:6][CH:7]=1.[C:25]([Zn]C#N)#[N:26], predict the reaction product. The product is: [Cl:21][C:17]1[CH:18]=[C:19]2[C:14](=[CH:15][CH:16]=1)[NH:13][C:12](=[O:22])[C:11]([C@@H:9]([NH:8][C:5]1[C:4](=[O:23])[N:3]([CH3:24])[C:2]([C:25]#[N:26])=[CH:7][N:6]=1)[CH3:10])=[CH:20]2. (3) Given the reactants [F:1][C:2]1[C:10]([CH3:11])=[CH:9][CH:8]=[CH:7][C:3]=1[C:4](O)=[O:5].CCN(C(C)C)C(C)C.CN([C:24]([O:28][N:29]1N=NC2C=CC=N[C:30]1=2)=[N+](C)C)C.F[P-](F)(F)(F)(F)F.Cl.CNOC, predict the reaction product. The product is: [F:1][C:2]1[C:10]([CH3:11])=[CH:9][CH:8]=[CH:7][C:3]=1[C:4]([N:29]([O:28][CH3:24])[CH3:30])=[O:5]. (4) Given the reactants [C:1]1([C:9]2[CH:14]=[CH:13][CH:12]=[CH:11][CH:10]=2)[CH:6]=[CH:5][C:4]([CH:7]=O)=[CH:3][CH:2]=1.[CH3:15][O:16][C:17](=[O:38])[CH:18]=P(C1C=CC=CC=1)(C1C=CC=CC=1)C1C=CC=CC=1, predict the reaction product. The product is: [CH3:15][O:16][C:17](=[O:38])[CH:18]=[CH:7][C:4]1[CH:5]=[CH:6][C:1]([C:9]2[CH:14]=[CH:13][CH:12]=[CH:11][CH:10]=2)=[CH:2][CH:3]=1. (5) Given the reactants [I:1][CH2:2][CH2:3][CH2:4]I.[F:6][B-:7]([F:10])([F:9])[F:8].[F:11][C:12]([F:33])([F:32])[O:13][C:14]1[CH:19]=[CH:18][C:17]([N+:20]2[CH:25]=[CH:24][C:23]([C:26]3[CH:31]=[CH:30][NH+:29]=[CH:28][CH:27]=3)=[CH:22][CH:21]=2)=[CH:16][CH:15]=1.[F:34][B-:35]([F:38])([F:37])[F:36], predict the reaction product. The product is: [F:6][B-:7]([F:10])([F:9])[F:8].[F:34][B-:35]([F:38])([F:37])[F:36].[I-:1].[I-:1].[CH2:2]([N+:29]1[CH:28]=[CH:27][C:26]([C:23]2[CH:24]=[CH:25][N+:20]([C:17]3[CH:18]=[CH:19][C:14]([O:13][C:12]([F:33])([F:11])[F:32])=[CH:15][CH:16]=3)=[CH:21][CH:22]=2)=[CH:31][CH:30]=1)[CH2:3][CH2:4][N+:29]1[CH:30]=[CH:31][C:26]([C:23]2[CH:22]=[CH:21][N+:20]([C:17]3[CH:18]=[CH:19][C:14]([O:13][C:12]([F:11])([F:32])[F:33])=[CH:15][CH:16]=3)=[CH:25][CH:24]=2)=[CH:27][CH:28]=1.